From a dataset of Forward reaction prediction with 1.9M reactions from USPTO patents (1976-2016). Predict the product of the given reaction. Given the reactants [BH4-].[Na+].[Cl:3][C:4]1[C:12]2[N:11]=[C:10]3[N:13]([C:17]4[CH:22]=[CH:21][C:20]([Cl:23])=[CH:19][C:18]=4[Cl:24])[CH2:14][CH2:15][CH2:16][N:9]3[C:8]=2[C:7]([C:25]([CH3:29])([CH3:28])[CH:26]=[O:27])=[CH:6][CH:5]=1, predict the reaction product. The product is: [Cl:3][C:4]1[C:12]2[N:11]=[C:10]3[N:13]([C:17]4[CH:22]=[CH:21][C:20]([Cl:23])=[CH:19][C:18]=4[Cl:24])[CH2:14][CH2:15][CH2:16][N:9]3[C:8]=2[C:7]([C:25]([CH3:29])([CH3:28])[CH2:26][OH:27])=[CH:6][CH:5]=1.